Dataset: Full USPTO retrosynthesis dataset with 1.9M reactions from patents (1976-2016). Task: Predict the reactants needed to synthesize the given product. (1) Given the product [O:23]=[C:4]([CH:25]=[CH2:26])[CH2:5][C:6]1[CH:7]=[C:8]([NH:12][C:13](=[O:22])[O:14][CH2:15][C:16]2[CH:17]=[CH:18][CH:19]=[CH:20][CH:21]=2)[CH:9]=[CH:10][CH:11]=1, predict the reactants needed to synthesize it. The reactants are: CON(C)[C:4](=[O:23])[CH2:5][C:6]1[CH:7]=[C:8]([NH:12][C:13](=[O:22])[O:14][CH2:15][C:16]2[CH:21]=[CH:20][CH:19]=[CH:18][CH:17]=2)[CH:9]=[CH:10][CH:11]=1.[CH:25]([Mg]Br)=[CH2:26]. (2) Given the product [CH3:1][O:2][C:3]1[CH:4]=[C:5]2[C:10](=[CH:11][CH:12]=1)[C:9]([CH3:17])([C:13]([F:14])([F:15])[F:16])[O:8][CH:7]([OH:18])[CH2:6]2, predict the reactants needed to synthesize it. The reactants are: [CH3:1][O:2][C:3]1[CH:4]=[C:5]2[C:10](=[CH:11][CH:12]=1)[C:9]([CH3:17])([C:13]([F:16])([F:15])[F:14])[O:8][C:7](=[O:18])[CH2:6]2.[BH4-].[Na+].O. (3) Given the product [CH3:1][N:2]1[CH:6]=[C:5]([C:7]2[C:11]([CH3:12])=[C:10]([NH:13][C:14]([NH:46][CH:45]([C:47]3[CH:52]=[CH:51][CH:50]=[C:49]([CH2:53][O:54][CH3:55])[CH:48]=3)[C:44]([F:56])([F:57])[F:43])=[O:22])[N:9]([C:23]3[CH:24]=[CH:25][CH:26]=[CH:27][CH:28]=3)[N:8]=2)[CH:4]=[N:3]1, predict the reactants needed to synthesize it. The reactants are: [CH3:1][N:2]1[CH:6]=[C:5]([C:7]2[C:11]([CH3:12])=[C:10]([NH:13][C:14](=[O:22])OC3C=CC=CC=3)[N:9]([C:23]3[CH:28]=[CH:27][CH:26]=[CH:25][CH:24]=3)[N:8]=2)[CH:4]=[N:3]1.C1(C2C=CC(COC)=CC=2CN)CC1.[F:43][C:44]([F:57])([F:56])[CH:45]([C:47]1[CH:52]=[CH:51][CH:50]=[C:49]([CH2:53][O:54][CH3:55])[CH:48]=1)[NH2:46]. (4) Given the product [CH3:1][O:2][C:3]1[CH:4]=[C:5]2[C:10](=[CH:11][C:12]=1[O:13][CH3:14])[N:9]=[CH:8][N:7]=[C:6]2[O:15][C:16]1[CH:22]=[CH:21][C:19]([NH:20][C:41](=[S:57])[O:47][C:24]2[CH:25]=[CH:26][C:58]([Cl:60])=[CH:28][C:23]=2[CH3:29])=[CH:18][CH:17]=1, predict the reactants needed to synthesize it. The reactants are: [CH3:1][O:2][C:3]1[CH:4]=[C:5]2[C:10](=[CH:11][C:12]=1[O:13][CH3:14])[N:9]=[CH:8][N:7]=[C:6]2[O:15][C:16]1[CH:22]=[CH:21][C:19]([NH2:20])=[CH:18][CH:17]=1.[C:23]1([CH3:29])[CH:28]=C[CH:26]=[CH:25][CH:24]=1.C(N(CC)CC)C.ClC(Cl)(O[C:41](=[O:47])OC(Cl)(Cl)Cl)Cl.CC1C=C(Cl)C=CC=1[SH:57].[CH2:58]([Cl:60])Cl.